From a dataset of Peptide-MHC class II binding affinity with 134,281 pairs from IEDB. Regression. Given a peptide amino acid sequence and an MHC pseudo amino acid sequence, predict their binding affinity value. This is MHC class II binding data. (1) The peptide sequence is ASEVFKAVEAYLVAH. The MHC is HLA-DQA10501-DQB10201 with pseudo-sequence HLA-DQA10501-DQB10201. The binding affinity (normalized) is 0.470. (2) The peptide sequence is NRASLMQLISTNVFG. The MHC is DRB1_0101 with pseudo-sequence DRB1_0101. The binding affinity (normalized) is 0.512. (3) The peptide sequence is QLKEYVWKTLKSGKV. The MHC is HLA-DQA10102-DQB10602 with pseudo-sequence HLA-DQA10102-DQB10602. The binding affinity (normalized) is 0.354.